Regression. Given a peptide amino acid sequence and an MHC pseudo amino acid sequence, predict their binding affinity value. This is MHC class II binding data. From a dataset of Peptide-MHC class II binding affinity with 134,281 pairs from IEDB. (1) The MHC is DRB1_1101 with pseudo-sequence DRB1_1101. The binding affinity (normalized) is 0. The peptide sequence is VVVHITDDNEEPIAP. (2) The MHC is HLA-DQA10102-DQB10501 with pseudo-sequence HLA-DQA10102-DQB10501. The binding affinity (normalized) is 0. The peptide sequence is QWAQDLTLPWQSGSG. (3) The peptide sequence is YDKFLANVSTHLTGK. The MHC is DRB1_1101 with pseudo-sequence DRB1_1101. The binding affinity (normalized) is 0.640. (4) The peptide sequence is APTGATTAAAGGYKV. The MHC is DRB1_1501 with pseudo-sequence DRB1_1501. The binding affinity (normalized) is 0. (5) The binding affinity (normalized) is 0.467. The peptide sequence is GLDFSEVSNVQRLMR. The MHC is DRB1_1101 with pseudo-sequence DRB1_1101. (6) The peptide sequence is DDQYVRSGKDHVSTL. The MHC is DRB1_0101 with pseudo-sequence DRB1_0101. The binding affinity (normalized) is 0.171. (7) The peptide sequence is AFILDGDNLEPKV. The MHC is DRB1_0401 with pseudo-sequence DRB1_0401. The binding affinity (normalized) is 0.611. (8) The peptide sequence is WARMILMTHFFSVLIARDQLEQ. The MHC is DRB1_1501 with pseudo-sequence DRB1_1501. The binding affinity (normalized) is 0. (9) The peptide sequence is CRKELAAVSVDCSEY. The MHC is HLA-DPA10201-DPB10101 with pseudo-sequence HLA-DPA10201-DPB10101. The binding affinity (normalized) is 0.0745. (10) The peptide sequence is RVIRGKKGAGGITIK. The binding affinity (normalized) is 0.0977. The MHC is HLA-DPA10301-DPB10402 with pseudo-sequence HLA-DPA10301-DPB10402.